Dataset: B-cell epitopes from PDB crystal structures with 447 antigens. Task: Token-level Classification. Given an antigen amino acid sequence, predict which amino acid positions are active epitope sites capable of antibody binding. Output is a list of indices for active positions. Given the antigen sequence: NISQHQCVKKQCPQNSGCFRHLDEREECKCLLNYKQEGDKCVENPNPTCNENNGGCDADAKCTEEDSGSNGKKITCECTKPDSYPLFDGIFCSHH, which amino acid positions are active epitope sites? The epitope positions are: [7, 8, 9, 10, 11, 12, 13, 22, 23, 24, 25, 26, 27, 28, 37, 38, 39]. The amino acids at these positions are: VKKQCPQDEREECKGDK.